Dataset: Forward reaction prediction with 1.9M reactions from USPTO patents (1976-2016). Task: Predict the product of the given reaction. (1) Given the reactants [C:1]([O:5][C:6](=[O:14])[NH:7][C@@H:8]([CH3:13])[C:9]([NH:11][CH3:12])=O)([CH3:4])([CH3:3])[CH3:2].Cl.O.[OH-].[K+], predict the reaction product. The product is: [C:1]([O:5][C:6](=[O:14])[NH:7][C@@H:8]([CH3:13])[CH2:9][NH:11][CH3:12])([CH3:4])([CH3:3])[CH3:2]. (2) Given the reactants FC(F)(F)C(O)=O.C([O:12][C:13](=[O:40])[CH2:14][CH2:15][C:16]1[CH:21]=[CH:20][C:19]([C:22]([N:24]2[CH2:33][C:32]3[CH:31]=[N:30][N:29]([CH3:34])[C:28]=3[NH:27][C:26]3[CH:35]=[CH:36][CH:37]=[CH:38][C:25]2=3)=[O:23])=[CH:18][C:17]=1[CH3:39])(C)(C)C, predict the reaction product. The product is: [CH3:39][C:17]1[CH:18]=[C:19]([C:22]([N:24]2[CH2:33][C:32]3[CH:31]=[N:30][N:29]([CH3:34])[C:28]=3[NH:27][C:26]3[CH:35]=[CH:36][CH:37]=[CH:38][C:25]2=3)=[O:23])[CH:20]=[CH:21][C:16]=1[CH2:15][CH2:14][C:13]([OH:40])=[O:12]. (3) Given the reactants [F:1][C:2]1[CH:24]=[CH:23][CH:22]=[C:21]([N+:25]([O-:27])=[O:26])[C:3]=1[CH:4]=[CH:5][C@H:6]1[O:11][CH2:10][C@@H:9]([CH2:12][OH:13])[N:8]([C:14]([O:16][C:17]([CH3:20])([CH3:19])[CH3:18])=[O:15])[CH2:7]1.C(C1NC=CN=1)(C1NC=CN=1)=[O:29].[N:40]1[CH:45]=CC=CC=1, predict the reaction product. The product is: [C:45]([O:13][CH2:12][C@H:9]1[N:8]([C:14]([O:16][C:17]([CH3:20])([CH3:19])[CH3:18])=[O:15])[CH2:7][C@@H:6](/[CH:5]=[CH:4]/[C:3]2[C:21]([N+:25]([O-:27])=[O:26])=[CH:22][CH:23]=[CH:24][C:2]=2[F:1])[O:11][CH2:10]1)(=[O:29])[NH2:40]. (4) Given the reactants [CH3:1][S:2](Cl)(=[O:4])=[O:3].CCN(C(C)C)C(C)C.[NH2:15][CH2:16][C:17]1[CH:22]=[CH:21][C:20]([C:23]2[CH:32]=[C:31]([C:33]([NH:35][CH2:36][C@H:37]3[CH2:42][CH2:41][C@H:40]([CH2:43][NH:44][C:45](=[O:51])[O:46][C:47]([CH3:50])([CH3:49])[CH3:48])[CH2:39][CH2:38]3)=[O:34])[C:30]3[C:25](=[CH:26][CH:27]=[CH:28][CH:29]=3)[N:24]=2)=[CH:19][CH:18]=1, predict the reaction product. The product is: [CH3:1][S:2]([NH:15][CH2:16][C:17]1[CH:18]=[CH:19][C:20]([C:23]2[CH:32]=[C:31]([C:33]([NH:35][CH2:36][C@H:37]3[CH2:42][CH2:41][C@H:40]([CH2:43][NH:44][C:45](=[O:51])[O:46][C:47]([CH3:49])([CH3:48])[CH3:50])[CH2:39][CH2:38]3)=[O:34])[C:30]3[C:25](=[CH:26][CH:27]=[CH:28][CH:29]=3)[N:24]=2)=[CH:21][CH:22]=1)(=[O:4])=[O:3]. (5) The product is: [N:34]1[CH:35]=[CH:36][C:31]([CH2:29][CH2:30][N:1]2[C:9]3[C:4](=[CH:5][C:6]([NH:10][C:11]([C:13]4[C:14]([C:19]5[CH:20]=[CH:21][C:22]([C:25]([F:26])([F:27])[F:28])=[CH:23][CH:24]=5)=[CH:15][CH:16]=[CH:17][CH:18]=4)=[O:12])=[CH:7][CH:8]=3)[CH2:3][CH2:2]2)=[CH:32][CH:33]=1. Given the reactants [NH:1]1[C:9]2[C:4](=[CH:5][C:6]([NH:10][C:11]([C:13]3[C:14]([C:19]4[CH:24]=[CH:23][C:22]([C:25]([F:28])([F:27])[F:26])=[CH:21][CH:20]=4)=[CH:15][CH:16]=[CH:17][CH:18]=3)=[O:12])=[CH:7][CH:8]=2)[CH2:3][CH2:2]1.[CH:29]([C:31]1[CH:36]=[CH:35][N:34]=[CH:33][CH:32]=1)=[CH2:30], predict the reaction product. (6) Given the reactants [Cl:1][C:2]1[CH:7]=[CH:6][C:5]([C@H:8]([N:10]2[C:14]3[CH:15]=[C:16]([N:19]4[CH2:24][CH2:23][NH:22][C@H:21]([CH3:25])[CH2:20]4)[CH:17]=[CH:18][C:13]=3[N:12]=[CH:11]2)[CH3:9])=[C:4]([F:26])[CH:3]=1.C(OC([N:34]1[CH2:38][CH2:37][CH2:36][C@@H:35]1[C:39](O)=[O:40])=O)(C)(C)C.CN(C(ON1N=NC2C=CC=NC1=2)=[N+](C)C)C.F[P-](F)(F)(F)(F)F.CCN(CC)CC, predict the reaction product. The product is: [Cl:1][C:2]1[CH:7]=[CH:6][C:5]([C@H:8]([N:10]2[C:14]3[CH:15]=[C:16]([N:19]4[CH2:24][CH2:23][N:22]([C:39]([C@H:35]5[CH2:36][CH2:37][CH2:38][NH:34]5)=[O:40])[C@H:21]([CH3:25])[CH2:20]4)[CH:17]=[CH:18][C:13]=3[N:12]=[CH:11]2)[CH3:9])=[C:4]([F:26])[CH:3]=1.